Dataset: Forward reaction prediction with 1.9M reactions from USPTO patents (1976-2016). Task: Predict the product of the given reaction. (1) Given the reactants [C:9](O[C:9]([O:11][C:12]([CH3:15])([CH3:14])[CH3:13])=[O:10])([O:11][C:12]([CH3:15])([CH3:14])[CH3:13])=[O:10].[I:16][C:17]1[CH:18]=[C:19]([S:24]([NH2:27])(=[O:26])=[O:25])[CH:20]=[C:21]([I:23])[CH:22]=1.C(N(CC)CC)C, predict the reaction product. The product is: [C:12]([O:11][C:9](=[O:10])[NH:27][S:24]([C:19]1[CH:18]=[C:17]([I:16])[CH:22]=[C:21]([I:23])[CH:20]=1)(=[O:25])=[O:26])([CH3:13])([CH3:14])[CH3:15]. (2) Given the reactants [N+:1]([C:4]1[CH:9]=[CH:8][C:7](/[CH:10]=[CH:11]/[C:12]([F:15])([F:14])[F:13])=[CH:6][CH:5]=1)([O-])=O, predict the reaction product. The product is: [F:13][C:12]([F:14])([F:15])[CH2:11][CH2:10][C:7]1[CH:8]=[CH:9][C:4]([NH2:1])=[CH:5][CH:6]=1. (3) Given the reactants C(N)CCC.[CH2:6]([O:13][C:14]1[CH:21]=[CH:20][C:17]([CH:18]=O)=[CH:16][C:15]=1[O:22][CH3:23])[C:7]1[CH:12]=[CH:11][CH:10]=[CH:9][CH:8]=1.[N+:24]([CH2:27][CH3:28])([O-:26])=[O:25], predict the reaction product. The product is: [CH2:6]([O:13][C:14]1[CH:21]=[CH:20][C:17]([CH:18]=[C:27]([N+:24]([O-:26])=[O:25])[CH3:28])=[CH:16][C:15]=1[O:22][CH3:23])[C:7]1[CH:12]=[CH:11][CH:10]=[CH:9][CH:8]=1. (4) Given the reactants Cl.Br[C:3]1[CH:4]=[C:5]2[C:10](=[CH:11][CH:12]=1)[N:9]=[CH:8][CH:7]=[C:6]2[NH:13][C:14]1[CH:15]=[C:16]([OH:22])[CH:17]=[C:18]([O:20][CH3:21])[CH:19]=1.[C:23]([NH:26][C:27]1[CH:28]=[C:29]([S:33]([CH3:36])(=[NH:35])=[O:34])[CH:30]=[CH:31][CH:32]=1)(=[O:25])[CH3:24], predict the reaction product. The product is: [OH:22][C:16]1[CH:15]=[C:14]([NH:13][C:6]2[C:5]3[C:10](=[CH:11][CH:12]=[C:3]([N:35]=[S:33]([C:29]4[CH:28]=[C:27]([NH:26][C:23](=[O:25])[CH3:24])[CH:32]=[CH:31][CH:30]=4)([CH3:36])=[O:34])[CH:4]=3)[N:9]=[CH:8][CH:7]=2)[CH:19]=[C:18]([O:20][CH3:21])[CH:17]=1. (5) Given the reactants [C:1]1(C)[CH:6]=[CH:5][CH:4]=[CH:3][CH:2]=1.Br[C:9]1[CH:18]=[CH:17][C:12]([C:13]([O:15][CH3:16])=[O:14])=[C:11]([N+:19]([O-:21])=[O:20])[CH:10]=1.OB(O)C1C=CC=CC=1.C(=O)([O-])O.[Na+], predict the reaction product. The product is: [N+:19]([C:11]1[CH:10]=[C:9]([C:1]2[CH:6]=[CH:5][CH:4]=[CH:3][CH:2]=2)[CH:18]=[CH:17][C:12]=1[C:13]([O:15][CH3:16])=[O:14])([O-:21])=[O:20]. (6) Given the reactants [CH3:1][O:2][C:3]([CH:5]([C:7]([CH2:9][O:10][CH3:11])=O)Cl)=[O:4].[C:12]([NH2:20])(=[S:19])[C:13]1[CH:18]=[CH:17][CH:16]=[CH:15][CH:14]=1, predict the reaction product. The product is: [CH3:1][O:2][C:3]([C:5]1[S:19][C:12]([C:13]2[CH:18]=[CH:17][CH:16]=[CH:15][CH:14]=2)=[N:20][C:7]=1[CH2:9][O:10][CH3:11])=[O:4]. (7) Given the reactants [OH:1][CH2:2][C@:3]([C:6]1[CH:25]=[CH:24][C:9]([C:10]([NH:12][C:13]2[N:18]=[CH:17][C:16]3[CH:19]=[CH:20][N:21]([CH2:22][CH3:23])[C:15]=3[CH:14]=2)=[O:11])=[CH:8][CH:7]=1)([OH:5])[CH3:4].[Cl:26]N1C(=O)CCC1=O, predict the reaction product. The product is: [Cl:26][C:19]1[C:16]2[CH:17]=[N:18][C:13]([NH:12][C:10](=[O:11])[C:9]3[CH:24]=[CH:25][C:6]([C@@:3]([OH:5])([CH3:4])[CH2:2][OH:1])=[CH:7][CH:8]=3)=[CH:14][C:15]=2[N:21]([CH2:22][CH3:23])[CH:20]=1.